This data is from Drug-target binding data from BindingDB using Ki measurements. The task is: Regression. Given a target protein amino acid sequence and a drug SMILES string, predict the binding affinity score between them. We predict pKi (pKi = -log10(Ki in M); higher means stronger inhibition). Dataset: bindingdb_ki. (1) The compound is [N-]=[N+]=NC[C@]1(O)O[C@@H](CO)[C@@H](O)[C@H](O)[C@@H]1O. The target protein (P11216) has sequence MAKPLTDSEKRKQISVRGLAGLGDVAEVRKSFNRHLHFTLVKDRNVATPRDYFFALAHTVRDHLVGRWIRTQQHYYERDPKRIYYLSLEFYMGRTLQNTMVNLGLQNACDEAIYQLGLDLEELEEIEEDAGLGNGGLGRLAACFLDSMATLGLAAYGYGIRYEFGIFNQKIVNGWQVEEADDWLRYGNPWEKARPEYMLPVHFYGRVEHTPDGVKWLDTQVVLAMPYDTPVPGYKNNTVNTMRLWSAKAPNDFKLQDFNVGDYIEAVLDRNLAENISRVLYPNDNFFEGKELRLKQEYFVVAATLQDIIRRFKSSKFGCRDPVRTCFETFPDKVAIQLNDTHPALSIPELMRILVDVEKVDWDKAWEITKKTCAYTNHTVLPEALERWPVSMFEKLLPRHLEIIYAINQRHLDHVAALFPGDVDRLRRMSVIEEGDCKRINMAHLCVIGSHAVNGVARIHSEIVKQSVFKDFYELEPEKFQNKTNGITPRRWLLLCNPGL.... The pKi is 2.1. (2) The compound is C#CC(C)OC(C)(C)C. The target protein (P05182) has sequence MAVLGITIALLVWVATLLVISIWKQIYNSWNLPPGPFPLPILGNIFQLDLKDIPKSFTKLAKRFGPVFTLHLGSRRIVVLHGYKAVKEVLLNHKNEFSGRGDIPVFQEYKNKGIIFNNGPTWKDVRRFSLSILRDWGMGKQGNEARIQREAQFLVEELKKTKGQPFDPTFLIGCAPCNVIADILFNKRFDYNDKKCLRLMSLFNENFYLLSTPWIQLYNNFADYLRYLPGSHRKIMKNVSEIKQYTLEKAKEHLQSLDINCARDVTDCLLIEMEKEKHSQEPMYTMENVSVTLADLFFAGTETTSTTLRYGLLILMKYPEIEEKLHEEIDRVIGPSRVPAVRDRLDMPYMDAVVHEIQRFINLVPSNLPHEATRDTVFQGYVIPKGTVVIPTLDSLLYDSHEFPDPEKFKPEHFLNENGKFKYSDYFKAFSAGKRVCVGEGLARMELFLLLSAILQHFNLKSLVDPKDIDLSPVTVGFGSIPPQFKLCVIPRS. The pKi is 4.0. (3) The small molecule is O=C1Nc2c(ccc(Cl)c2Cl)C1=O. The target protein (P12337) has sequence MWLCALALASLAACTAWGHPSAPPVVDTVHGKVLGKFVSLEGFAQPVAVFLGVPFAKPPLGSLRFAPPQPAESWSHVKNTTSYPPMCSQDAVSGHMLSELFTNRKENIPLKFSEDCLYLNIYTPADLTKRGRLPVMVWIHGGGLMVGGASTYDGLALSAHENVVVVTIQYRLGIWGFFSTGDEHSRGNWGHLDQVAALRWVQDNIANFGGDPGSVTIFGESAGGQSVSILLLSPLTKNLFHRAISESGVALLSSLFRKNTKSLAEKIAIEAGCKTTTSAVMVHCLRQKTEEELMEVTLKMKFMALDLVGDPKENTAFLTTVIDGVLLPKAPAEILAEKKYNMLPYMVGINQQEFGWIIPMQMLGYPLSEGKLDQKTATELLWKSYPIVNVSKELTPVATEKYLGGTDDPVKKKDLFLDMLADLLFGVPSVNVARHHRDAGAPTYMYEYRYRPSFSSDMRPKTVIGDHGDEIFSVLGAPFLKEGATEEEIKLSKMVMKYWA.... The pKi is 5.8. (4) The small molecule is O=C(N[C@@H](Cc1ccccc1)[C@H](O)CN(CCCc1ccccc1)S(=O)(=O)c1ccc2ncsc2c1)c1cccc(O)c1. The target protein sequence is PQITLWQRPLVTVKIGGQLREALLDTGADNTVLEDINLPGKWKPKMIGGIGGFIKVKQYEQVLIEICGKKAIGTVLVGPTPVNIIGRDMLTQIGCTLNF. The pKi is 8.7.